This data is from Full USPTO retrosynthesis dataset with 1.9M reactions from patents (1976-2016). The task is: Predict the reactants needed to synthesize the given product. (1) Given the product [Cl:2][C:3]1[CH:4]=[C:5]2[C:9](=[CH:10][CH:11]=1)[NH:8][C:7]([C:12]([NH:14][C@H:15]1[CH2:20][CH2:19][CH2:18][CH2:17][C@H:16]1[NH:21][C:22]([C:24]1[S:25][C:26]3[CH2:27][N:28]([S:41]([CH3:40])(=[O:43])=[O:42])[CH2:29][CH2:30][C:31]=3[N:32]=1)=[O:23])=[O:13])=[CH:6]2, predict the reactants needed to synthesize it. The reactants are: Cl.[Cl:2][C:3]1[CH:4]=[C:5]2[C:9](=[CH:10][CH:11]=1)[NH:8][C:7]([C:12]([NH:14][C@H:15]1[CH2:20][CH2:19][CH2:18][CH2:17][C@H:16]1[NH:21][C:22]([C:24]1[S:25][C:26]3[CH2:27][NH:28][CH2:29][CH2:30][C:31]=3[N:32]=1)=[O:23])=[O:13])=[CH:6]2.C(N(CC)CC)C.[CH3:40][S:41](Cl)(=[O:43])=[O:42]. (2) Given the product [NH2:15][C:14]1[CH:13]=[C:12]([C:9]2[CH:10]=[N:11][C:5]3[C:4]([N:19]4[CH2:24][CH2:23][O:22][CH2:21][CH2:20]4)=[N:3][C:2]([C:36]4[CH:37]=[N:38][C:33]([NH:32][C:30](=[O:31])[O:29][C:25]([CH3:27])([CH3:26])[CH3:28])=[N:34][CH:35]=4)=[N:7][C:6]=3[CH:8]=2)[CH:18]=[CH:17][CH:16]=1, predict the reactants needed to synthesize it. The reactants are: Cl[C:2]1[N:3]=[C:4]([N:19]2[CH2:24][CH2:23][O:22][CH2:21][CH2:20]2)[C:5]2[N:11]=[CH:10][C:9]([C:12]3[CH:13]=[C:14]([CH:16]=[CH:17][CH:18]=3)[NH2:15])=[CH:8][C:6]=2[N:7]=1.[C:25]([O:29][C:30]([NH:32][C:33]1[N:38]=[CH:37][C:36](B(O)O)=[CH:35][N:34]=1)=[O:31])([CH3:28])([CH3:27])[CH3:26].P([O-])([O-])([O-])=O.[K+].[K+].[K+].CN(C=O)C. (3) Given the product [CH3:1][O:2][C:3]1[N:8]=[C:7]([CH3:9])[C:6]([C:10](=[O:13])[CH2:11][CH3:12])=[CH:5][CH:4]=1, predict the reactants needed to synthesize it. The reactants are: [CH3:1][O:2][C:3]1[N:8]=[C:7]([CH3:9])[C:6]([CH:10]([OH:13])[CH2:11][CH3:12])=[CH:5][CH:4]=1.CC(OI1(OC(C)=O)(OC(C)=O)OC(=O)C2C=CC=CC1=2)=O.C([O-])(O)=O.[Na+]. (4) The reactants are: [I:1][C:2]1[CH:11]=[C:10]2[C:5]([C:6]([C:14]3[CH:19]=[CH:18][CH:17]=[CH:16][CH:15]=3)=[CH:7][C:8]([NH:12][NH2:13])=[N:9]2)=[CH:4][CH:3]=1.[C:20](OC)(OC)(OC)[CH3:21]. Given the product [I:1][C:2]1[CH:11]=[C:10]2[C:5]([C:6]([C:14]3[CH:19]=[CH:18][CH:17]=[CH:16][CH:15]=3)=[CH:7][C:8]3[N:9]2[C:20]([CH3:21])=[N:13][N:12]=3)=[CH:4][CH:3]=1, predict the reactants needed to synthesize it. (5) Given the product [Cl:1][C:2]1[CH:12]=[C:11]([OH:13])[CH:10]=[C:9]([Cl:21])[C:3]=1[O:4][CH2:5][CH2:6][CH2:7][OH:8], predict the reactants needed to synthesize it. The reactants are: [Cl:1][C:2]1[CH:12]=[C:11]([O:13]CC2C=CC=CC=2)[CH:10]=[C:9]([Cl:21])[C:3]=1[O:4][CH2:5][CH2:6][CH2:7][OH:8].[H][H]. (6) Given the product [F:31][C:2]([F:30])([F:1])[CH2:3][NH:4][C:5]([C:7]1([CH2:20][CH2:21][CH2:22][CH2:23][N:24]2[CH2:25][CH2:26][N:27]([C:39](=[O:40])[CH2:38][C:35]3[CH:36]=[CH:37][C:32]([C:42]4[CH:43]=[CH:44][CH:45]=[CH:46][CH:47]=4)=[CH:33][CH:34]=3)[CH2:28][CH2:29]2)[C:8]2[CH:9]=[CH:10][CH:11]=[CH:12][C:13]=2[C:14]2[C:19]1=[CH:18][CH:17]=[CH:16][CH:15]=2)=[O:6], predict the reactants needed to synthesize it. The reactants are: [F:1][C:2]([F:31])([F:30])[CH2:3][NH:4][C:5]([C:7]1([CH2:20][CH2:21][CH2:22][CH2:23][N:24]2[CH2:29][CH2:28][NH:27][CH2:26][CH2:25]2)[C:19]2[CH:18]=[CH:17][CH:16]=[CH:15][C:14]=2[C:13]2[C:8]1=[CH:9][CH:10]=[CH:11][CH:12]=2)=[O:6].[C:32]1([C:42]2[CH:47]=[CH:46][CH:45]=[CH:44][CH:43]=2)[CH:37]=[CH:36][C:35]([CH2:38][C:39](O)=[O:40])=[CH:34][CH:33]=1. (7) Given the product [ClH:3].[Cl:3][CH2:18][C:15]1[CH:16]=[CH:17][C:12]([CH2:11][N:5]2[CH2:10][CH2:9][O:8][CH2:7][CH2:6]2)=[CH:13][CH:14]=1, predict the reactants needed to synthesize it. The reactants are: S(Cl)([Cl:3])=O.[N:5]1([CH2:11][C:12]2[CH:17]=[CH:16][C:15]([CH2:18]O)=[CH:14][CH:13]=2)[CH2:10][CH2:9][O:8][CH2:7][CH2:6]1. (8) Given the product [CH3:20][O:21][C:22]1[CH:23]=[C:24]([N:37]2[CH:41]=[CH:40][CH:39]=[N:38]2)[CH:25]=[CH:26][C:27]=1[C:2]1[S:6][C:5]([C:7]2[CH2:12][CH2:11][N:10]([C:13]([O:15][C:16]([CH3:19])([CH3:18])[CH3:17])=[O:14])[CH2:9][CH:8]=2)=[N:4][N:3]=1, predict the reactants needed to synthesize it. The reactants are: Br[C:2]1[S:6][C:5]([C:7]2[CH2:12][CH2:11][N:10]([C:13]([O:15][C:16]([CH3:19])([CH3:18])[CH3:17])=[O:14])[CH2:9][CH:8]=2)=[N:4][N:3]=1.[CH3:20][O:21][C:22]1[CH:23]=[C:24]([N:37]2[CH:41]=[CH:40][CH:39]=[N:38]2)[CH:25]=[CH:26][C:27]=1B1OC(C)(C)C(C)(C)O1.[O-]P([O-])([O-])=O.[K+].[K+].[K+].O1CCOCC1. (9) Given the product [Cl:12][C:13]1[C:17]([Cl:18])=[C:16]([C:19]#[N:20])[NH:15][C:14]=1[C:21]([OH:23])=[O:22], predict the reactants needed to synthesize it. The reactants are: ClC1C(Cl)=C(C)NC=1C(O)=O.[Cl:12][C:13]1[C:17]([Cl:18])=[C:16]([C:19]#[N:20])[NH:15][C:14]=1[C:21]([O:23]C)=[O:22].